The task is: Binary Classification. Given a miRNA mature sequence and a target amino acid sequence, predict their likelihood of interaction.. This data is from Experimentally validated miRNA-target interactions with 360,000+ pairs, plus equal number of negative samples. (1) The miRNA is hsa-miR-15b-5p with sequence UAGCAGCACAUCAUGGUUUACA. The protein sequence of the target gene is MASNHKSSAARPVSRGGVGLTGRPPSGIRPLSGNIRVATAMPPGTARPGSRGCPIGTGGVLSSQIKVAHRPVTQQGLTGMKTGTKGPQRQILDKSYYLGLLRSKISELTTEVNKLQKGIEMYNQENSVYLSYEKRAETLAVEIKELQGQLADYNMLVDKLNTNTEMEEVMNDYNMLKAQNDRETQSLDVIFTERQAKEKQIRSVEEEIEQEKQATDDIIKNMSFENQVKYLEMKTTNEKLLQELDTLQQQLDSQNMKKESLEAEIAHSQVKQEAVLLHEKLYELESHRDQMIAEDKSIGS.... Result: 1 (interaction). (2) The miRNA is hsa-miR-4662b with sequence AAAGAUGGACAAUUGGCUAAAU. The protein sequence of the target gene is MGSRKCGGCLSCLLIPLALWSIIVNILLYFPNGQTSYASSNKLTNYVWYFEGICFSGIMMLIVTTVLLVLENNNNYKCCQSENCSKKYVTLLSIIFSSLGIAFSGYCLVISALGLVQGPYCRTLDGWEYAFEGTAGRFLTDSSIWIQCLEPAHVVEWNIILFSILITLSGLQVIICLIRVVMQLSKILCGSYSVIFQPGII. Result: 0 (no interaction). (3) The miRNA is hsa-miR-576-5p with sequence AUUCUAAUUUCUCCACGUCUUU. The protein sequence of the target gene is MATPSKKTSTPSPQPSKRALPRDPSSEVPSKRKNSAPQLPLLQSSGPFVEGSIVRISMENFLTYDICEVSPGPHLNMIVGANGTGKSSIVCAICLGLAGKPAFMGRADKVGFFVKRGCSRGMVEIELFRASGNLVITREIDVAKNQSFWFINKKSTTQKIVEEKVAALNIQVGNLCQFLPQDKVGEFAKLSKIELLEATEKSIGPPEMHKYHCELKNLREKEKQLETSCKEKTEYLQKMVQRNERYKQDVERFYERKRHLDLIEMLEAKRPWVEYENVRQEYEEVKLVRDRVKEEVRKLK.... Result: 1 (interaction). (4) The miRNA is hsa-miR-8085 with sequence UGGGAGAGAGGACUGUGAGGC. The protein sequence of the target gene is MRSKGRARKLATSNECAYGNYPEIPLEEMPDADADGITSVPSLHIQEPCSPATSSESFTPKEGSPYKAPIYIPDDIPIPDEFELRESTMPGAGLGIWTKRKIEIGEKFGPYMGEQRSDLKDSSYGWEILDEFCNVKFCIDASQPDVGSWLKYIRFAGCYDQHNLVACQINDQIFYRVVADIAPGEELLLFMKSEEDPHEPMAPDIHEERQHRCEDCDQLFESKAELADHQKFPCSTPHSAFSMVEEDLQQNLESESDLREIHGNQDCKECDRVFPDLQSLEKHMLSHTEEREYKCDQCPK.... Result: 0 (no interaction). (5) The miRNA is hsa-miR-7854-3p with sequence UGAGGUGACCGCAGAUGGGAA. The protein sequence of the target gene is MAGAAGLTAEVSWKVLERRARTKRSGSVYEPLKSINLPRPDNETLWDKLDHYYRIVKSTLLLYQSPTTGLFPTKTCGGDQKAKIQDSLYCAAGAWALALAYRRIDDDKGRTHELEHSAIKCMRGILYCYMRQADKVQQFKQDPRPTTCLHSVFNVHTGDELLSYEEYGHLQINAVSLYLLYLVEMISSGLQIIYNTDEVSFIQNLVFCVERVYRVPDFGVWERGSKYNNGSTELHSSSVGLAKAALEAINGFNLFGNQGCSWSVIFVDLDAHNRNRQTLCSLLPRESRSHNTDAALLPCI.... Result: 0 (no interaction).